Dataset: Full USPTO retrosynthesis dataset with 1.9M reactions from patents (1976-2016). Task: Predict the reactants needed to synthesize the given product. Given the product [OH:8][CH2:9][C:10]([N:12]1[C:20]2[C:15](=[CH:16][CH:17]=[C:18]([NH:21][C:22](=[O:36])[C:23]3[CH:28]=[CH:27][C:26](/[CH:29]=[CH:30]/[C:31]([F:32])([F:33])[F:34])=[CH:25][C:24]=3[CH3:35])[CH:19]=2)[CH2:14][CH2:13]1)=[O:11], predict the reactants needed to synthesize it. The reactants are: C([O:8][CH2:9][C:10]([N:12]1[C:20]2[C:15](=[CH:16][CH:17]=[C:18]([NH:21][C:22](=[O:36])[C:23]3[CH:28]=[CH:27][C:26](/[CH:29]=[CH:30]/[C:31]([F:34])([F:33])[F:32])=[CH:25][C:24]=3[CH3:35])[CH:19]=2)[CH2:14][CH2:13]1)=[O:11])C1C=CC=CC=1.B(Br)(Br)Br.